From a dataset of Catalyst prediction with 721,799 reactions and 888 catalyst types from USPTO. Predict which catalyst facilitates the given reaction. (1) The catalyst class is: 150. Reactant: [CH3:1][O:2][C:3]1[CH:8]=[C:7]([C:9]2[CH2:10][CH2:11][N:12]([CH3:15])[CH2:13][CH:14]=2)[C:6]([N+:16]([O-])=O)=[CH:5][C:4]=1[NH:19][C:20]1[N:25]=[C:24]([C:26]2[CH:27]=[N:28][N:29]3[CH:34]=[CH:33][CH:32]=[CH:31][C:30]=23)[CH:23]=[CH:22][N:21]=1.[NH4+].[Cl-]. Product: [CH3:1][O:2][C:3]1[CH:8]=[C:7]([C:9]2[CH2:10][CH2:11][N:12]([CH3:15])[CH2:13][CH:14]=2)[C:6]([NH2:16])=[CH:5][C:4]=1[NH:19][C:20]1[N:25]=[C:24]([C:26]2[CH:27]=[N:28][N:29]3[CH:34]=[CH:33][CH:32]=[CH:31][C:30]=23)[CH:23]=[CH:22][N:21]=1. (2) Product: [CH2:1]([O:8][C:9]1[CH:16]=[C:15]([O:17][CH3:18])[C:14]([Br:19])=[CH:13][C:10]=1[OH:28])[C:2]1[CH:7]=[CH:6][CH:5]=[CH:4][CH:3]=1. Reactant: [CH2:1]([O:8][C:9]1[CH:16]=[C:15]([O:17][CH3:18])[C:14]([Br:19])=[CH:13][C:10]=1C=O)[C:2]1[CH:7]=[CH:6][CH:5]=[CH:4][CH:3]=1.C1C=C(Cl)C=C(C(OO)=[O:28])C=1.CCCCCC.C(OCC)(=O)C. The catalyst class is: 4. (3) Reactant: [Cl:1][C:2]1[CH:7]=[C:6]([C:8]([F:11])([F:10])[F:9])[CH:5]=[CH:4][C:3]=1[C:12]1[CH:21]=[CH:20][CH:19]=[C:18]2[C:13]=1[CH:14]=[CH:15][C:16]([S:22](OC1C(F)=C(F)C(F)=C(F)C=1F)(=[O:24])=[O:23])=[CH:17]2.[S:37]1[CH:41]=[CH:40][N:39]=[C:38]1[NH2:42].C[Si]([N-][Si](C)(C)C)(C)C.[Li+]. Product: [Cl:1][C:2]1[CH:7]=[C:6]([C:8]([F:10])([F:11])[F:9])[CH:5]=[CH:4][C:3]=1[C:12]1[CH:21]=[CH:20][CH:19]=[C:18]2[C:13]=1[CH:14]=[CH:15][C:16]([S:22]([NH:42][C:38]1[S:37][CH:41]=[CH:40][N:39]=1)(=[O:24])=[O:23])=[CH:17]2. The catalyst class is: 1. (4) Reactant: COC1C=C(OC)C=CC=1C[NH:6][C:7]1[CH:8]=[C:9]2[C:14](=[CH:15][C:16]=1[N+:17]([O-:19])=[O:18])[NH:13][C:12](=[O:20])[N:11]([NH:21][S:22]([CH3:25])(=[O:24])=[O:23])[C:10]2=[O:26].FC(F)(F)C(O)=O. Product: [NH2:6][C:7]1[CH:8]=[C:9]2[C:14](=[CH:15][C:16]=1[N+:17]([O-:19])=[O:18])[NH:13][C:12](=[O:20])[N:11]([NH:21][S:22]([CH3:25])(=[O:23])=[O:24])[C:10]2=[O:26]. The catalyst class is: 268. (5) Reactant: C[O:2][C:3]([C:5]1[CH:19]=[CH:18][C:8]2[CH:9]=[C:10]([C:12]3[CH:17]=[CH:16][CH:15]=[CH:14][CH:13]=3)[O:11][C:7]=2[CH:6]=1)=[O:4].O[Li].O. Product: [C:12]1([C:10]2[O:11][C:7]3[CH:6]=[C:5]([C:3]([OH:4])=[O:2])[CH:19]=[CH:18][C:8]=3[CH:9]=2)[CH:13]=[CH:14][CH:15]=[CH:16][CH:17]=1. The catalyst class is: 8. (6) Reactant: [O:1]1[C:5]2[CH:6]=[CH:7][CH:8]=[CH:9][C:4]=2[O:3][CH2:2]1.C([Li])(CC)C.C(O[B:19]1[O:23][C:22]([CH3:25])([CH3:24])[C:21]([CH3:27])([CH3:26])[O:20]1)(C)C. Product: [O:1]1[C:5]2[CH:6]=[CH:7][CH:8]=[C:9]([B:19]3[O:23][C:22]([CH3:25])([CH3:24])[C:21]([CH3:27])([CH3:26])[O:20]3)[C:4]=2[O:3][CH2:2]1. The catalyst class is: 7. (7) The catalyst class is: 12. Reactant: [F:1][C:2]1[CH:7]=[CH:6][C:5]([SH:8])=[CH:4][CH:3]=1.Cl[C:10]([F:15])([F:14])[C:11]([OH:13])=[O:12].[H-].[Na+]. Product: [F:14][C:10]([F:15])([S:8][C:5]1[CH:6]=[CH:7][C:2]([F:1])=[CH:3][CH:4]=1)[C:11]([OH:13])=[O:12]. (8) Product: [CH3:1][C:2]1[CH:7]=[CH:6][C:5]([N:8]2[CH2:9][CH2:10][N:11]([C:14]([O:16][CH2:17][CH:18]3[CH2:23][CH2:22][N:21]([CH3:24])[CH2:20][CH2:19]3)=[O:15])[CH2:12][CH2:13]2)=[CH:4][CH:3]=1. Reactant: [CH3:1][C:2]1[CH:7]=[CH:6][C:5]([N:8]2[CH2:13][CH2:12][N:11]([C:14]([O:16][CH2:17][CH:18]3[CH2:23][CH2:22][NH:21][CH2:20][CH2:19]3)=[O:15])[CH2:10][CH2:9]2)=[CH:4][CH:3]=1.[CH2:24]=O.O. The catalyst class is: 106.